From a dataset of Full USPTO retrosynthesis dataset with 1.9M reactions from patents (1976-2016). Predict the reactants needed to synthesize the given product. (1) Given the product [F:1][C:2]1[CH:3]=[C:4]([CH:10]=[CH:11][CH:12]=1)[O:5][CH:6]1[CH2:9][N:8]([C:21]2[N:29]=[CH:28][C:27]([C:30]([F:33])([F:31])[F:32])=[CH:26][C:22]=2[C:23]([OH:25])=[O:24])[CH2:7]1, predict the reactants needed to synthesize it. The reactants are: [F:1][C:2]1[CH:3]=[C:4]([CH:10]=[CH:11][CH:12]=1)[O:5][CH:6]1[CH2:9][NH:8][CH2:7]1.C(N(CC)CC)C.Cl[C:21]1[N:29]=[CH:28][C:27]([C:30]([F:33])([F:32])[F:31])=[CH:26][C:22]=1[C:23]([OH:25])=[O:24]. (2) Given the product [CH:5]([OH:7])=[O:6].[F:27][C:28]1[C:32]([C:33]2[CH:34]=[N:35][C:36]([CH3:39])=[CH:37][CH:38]=2)=[N:31][NH:30][C:29]=1[NH:40][C:5](=[O:7])[CH2:4][CH:3]([CH3:2])[CH2:8][N:9]1[CH2:14][CH2:13][CH2:12][CH2:11][CH2:10]1, predict the reactants needed to synthesize it. The reactants are: Cl.[CH3:2][CH:3]([CH2:8][N:9]1[CH2:14][CH2:13][CH2:12][CH2:11][CH2:10]1)[CH2:4][C:5]([OH:7])=[O:6].C1N=CN(C(N2C=NC=C2)=O)C=1.[F:27][C:28]1[C:32]([C:33]2[CH:34]=[N:35][C:36]([CH3:39])=[CH:37][CH:38]=2)=[N:31][NH:30][C:29]=1[NH2:40]. (3) Given the product [F:29][C:2]([F:28])([F:1])[CH:3]([C:19]1[CH:24]=[C:23]([Cl:25])[C:22]([Cl:26])=[C:21]([Cl:27])[CH:20]=1)/[CH:4]=[CH:5]/[C:6]1[CH:14]=[CH:13][C:9]([C:10]([NH:40][C:41]2([C:44]([OH:46])=[O:45])[CH2:43][CH2:42]2)=[O:12])=[C:8]([C:15]([F:17])([F:18])[F:16])[CH:7]=1, predict the reactants needed to synthesize it. The reactants are: [F:1][C:2]([F:29])([F:28])[CH:3]([C:19]1[CH:24]=[C:23]([Cl:25])[C:22]([Cl:26])=[C:21]([Cl:27])[CH:20]=1)/[CH:4]=[CH:5]/[C:6]1[CH:14]=[CH:13][C:9]([C:10]([OH:12])=O)=[C:8]([C:15]([F:18])([F:17])[F:16])[CH:7]=1.S(Cl)(Cl)=O.C(=O)([O-])[O-].[Na+].[Na+].[NH2:40][C:41]1([C:44]([OH:46])=[O:45])[CH2:43][CH2:42]1. (4) Given the product [CH3:1][O:2][C:3]1[N:8]=[C:7]2[C:6](=[C:5]([CH3:21])[CH:4]=1)[N:9]=[CH:10][CH:11]=[C:16]2[OH:17], predict the reactants needed to synthesize it. The reactants are: [CH3:1][O:2][C:3]1[N:8]=[CH:7][C:6]([NH:9][CH:10]=[C:11]2[C:16](=[O:17])OC(C)(C)OC2=O)=[C:5]([CH3:21])[CH:4]=1. (5) The reactants are: [NH2:1][C:2]1[CH:11]=[CH:10][C:9]2[N:8]=[CH:7][CH:6]=[CH:5][C:4]=2[C:3]=1[C:12]([OH:14])=[O:13].[Cl:15][C:16]1[C:17]([N:22]2[C:26]([C:27](O)=O)=[CH:25][C:24]([C:30]([F:33])([F:32])[F:31])=[N:23]2)=[N:18][CH:19]=[CH:20][CH:21]=1.N1C=CC=CC=1.CS(Cl)(=O)=O. Given the product [Cl:15][C:16]1[C:17]([N:22]2[C:26]([C:27]3[O:13][C:12](=[O:14])[C:3]4[C:4]5[C:9](=[N:8][CH:7]=[CH:6][CH:5]=5)[CH:10]=[CH:11][C:2]=4[N:1]=3)=[CH:25][C:24]([C:30]([F:33])([F:31])[F:32])=[N:23]2)=[N:18][CH:19]=[CH:20][CH:21]=1, predict the reactants needed to synthesize it. (6) Given the product [ClH:1].[CH3:31][N:32]([CH3:33])[C:2]1[CH:3]=[CH:4][C:5]([C:9]([N:11]2[CH2:16][CH2:15][N:14]([S:17]([C:20]3[CH:25]=[CH:24][C:23]([C:26]([F:29])([F:28])[F:27])=[CH:22][CH:21]=3)(=[O:19])=[O:18])[CH2:13][C@@H:12]2[CH3:30])=[O:10])=[C:6]([CH3:8])[N:7]=1, predict the reactants needed to synthesize it. The reactants are: [Cl:1][C:2]1[N:7]=[C:6]([CH3:8])[C:5]([C:9]([N:11]2[CH2:16][CH2:15][N:14]([S:17]([C:20]3[CH:25]=[CH:24][C:23]([C:26]([F:29])([F:28])[F:27])=[CH:22][CH:21]=3)(=[O:19])=[O:18])[CH2:13][C@@H:12]2[CH3:30])=[O:10])=[CH:4][CH:3]=1.[CH3:31][NH:32][CH3:33].CO. (7) Given the product [CH2:1]([N:4]([CH2:11][C:12]1[CH:13]=[N:14][CH:15]=[N:16][CH:17]=1)[C:5](=[O:9])[O:6][CH2:7][CH3:8])[C:2]#[CH:3], predict the reactants needed to synthesize it. The reactants are: [CH2:1]([NH:4][C:5](=[O:9])[O:6][CH2:7][CH3:8])[C:2]#[CH:3].Cl[CH2:11][C:12]1[CH:13]=[N:14][CH:15]=[N:16][CH:17]=1.[OH-].[K+].